This data is from Peptide-MHC class II binding affinity with 134,281 pairs from IEDB. The task is: Regression. Given a peptide amino acid sequence and an MHC pseudo amino acid sequence, predict their binding affinity value. This is MHC class II binding data. (1) The peptide sequence is AVFEAALTKAITAMS. The MHC is DRB1_0404 with pseudo-sequence DRB1_0404. The binding affinity (normalized) is 0.409. (2) The peptide sequence is TMTRPILRLLVLAVL. The MHC is DRB3_0101 with pseudo-sequence DRB3_0101. The binding affinity (normalized) is 0.152. (3) The peptide sequence is KFDSRLAFHHMAREKH. The MHC is DRB1_1101 with pseudo-sequence DRB1_1101. The binding affinity (normalized) is 0.655. (4) The peptide sequence is AYVATVSEALRIIAG. The MHC is HLA-DQA10301-DQB10302 with pseudo-sequence HLA-DQA10301-DQB10302. The binding affinity (normalized) is 0.317. (5) The peptide sequence is KFTVFEAAFNDAIKA. The MHC is HLA-DPA10201-DPB10501 with pseudo-sequence HLA-DPA10201-DPB10501. The binding affinity (normalized) is 0.417. (6) The MHC is HLA-DPA10201-DPB11401 with pseudo-sequence HLA-DPA10201-DPB11401. The binding affinity (normalized) is 0.734. The peptide sequence is AFKVAATAANAAPAN. (7) The peptide sequence is GRLLRGYNQFAYDG. The MHC is DRB1_1101 with pseudo-sequence DRB1_1101. The binding affinity (normalized) is 0.587. (8) The peptide sequence is PSFAGLRPTFDTRLM. The binding affinity (normalized) is 0.213. The MHC is DRB1_1302 with pseudo-sequence DRB1_1302. (9) The peptide sequence is QPGVDIIEGPVKNVA. The MHC is HLA-DQA10101-DQB10501 with pseudo-sequence HLA-DQA10101-DQB10501. The binding affinity (normalized) is 0.0712. (10) The binding affinity (normalized) is 0.393. The peptide sequence is KAIKESTGGAYDTYK. The MHC is DRB1_0405 with pseudo-sequence DRB1_0405.